This data is from Catalyst prediction with 721,799 reactions and 888 catalyst types from USPTO. The task is: Predict which catalyst facilitates the given reaction. (1) Reactant: [NH2:1][CH2:2][CH2:3][OH:4].Br[CH2:6][C:7]([N:9]1[CH2:18][CH2:17][C:16]2[C:11](=[CH:12][CH:13]=[C:14]([C:20]3[N:24]=[C:23]([C:25]4[CH:26]=[CH:27][C:28]([O:33][CH:34]([CH3:36])[CH3:35])=[C:29]([CH:32]=4)[C:30]#[N:31])[O:22][N:21]=3)[C:15]=2[CH3:19])[CH2:10]1)=[O:8].[C:37](=O)([O-:39])[O-:38].[K+].[K+]. Product: [CH:37]([OH:39])=[O:38].[OH:4][CH2:3][CH2:2][NH:1][CH2:6][C:7]([N:9]1[CH2:18][CH2:17][C:16]2[C:11](=[CH:12][CH:13]=[C:14]([C:20]3[N:24]=[C:23]([C:25]4[CH:26]=[CH:27][C:28]([O:33][CH:34]([CH3:36])[CH3:35])=[C:29]([CH:32]=4)[C:30]#[N:31])[O:22][N:21]=3)[C:15]=2[CH3:19])[CH2:10]1)=[O:8]. The catalyst class is: 10. (2) Reactant: [CH3:1][O:2][C:3]1[CH:8]=[C:7]([CH2:9][N:10]2[CH2:15][CH2:14][O:13][CH2:12][CH2:11]2)[CH:6]=[CH:5][C:4]=1[OH:16].C([O-])([O-])=O.[Cs+].[Cs+].Br[CH2:24][CH2:25][CH2:26][CH2:27][CH2:28][O:29][C:30]1[C:39]2[C:34](=[CH:35][C:36]([Cl:40])=[CH:37][CH:38]=2)[N:33]=[CH:32][CH:31]=1. Product: [CH3:1][O:2][C:3]1[CH:8]=[C:7]([CH2:9][N:10]2[CH2:11][CH2:12][O:13][CH2:14][CH2:15]2)[CH:6]=[CH:5][C:4]=1[O:16][CH2:24][CH2:25][CH2:26][CH2:27][CH2:28][O:29][C:30]1[C:39]2[C:34](=[CH:35][C:36]([Cl:40])=[CH:37][CH:38]=2)[N:33]=[CH:32][CH:31]=1. The catalyst class is: 3.